From a dataset of Full USPTO retrosynthesis dataset with 1.9M reactions from patents (1976-2016). Predict the reactants needed to synthesize the given product. Given the product [Cl:24][C:21]1[CH:22]=[CH:23][C:18]([C:4]2[C:5]3[O:6][C:7]4[CH:13]=[CH:12][CH:11]=[CH:10][C:8]=4[C:9]=3[CH:1]=[CH:2][CH:3]=2)=[N:19][CH:20]=1, predict the reactants needed to synthesize it. The reactants are: [CH:1]1[C:9]2[C:8]3[CH:10]=[CH:11][CH:12]=[CH:13][C:7]=3[O:6][C:5]=2[C:4](B(O)O)=[CH:3][CH:2]=1.Cl[C:18]1[CH:23]=[CH:22][C:21]([Cl:24])=[CH:20][N:19]=1.C(=O)([O-])[O-].[K+].[K+].C(COC)OC.